From a dataset of Forward reaction prediction with 1.9M reactions from USPTO patents (1976-2016). Predict the product of the given reaction. (1) Given the reactants [Al+3].[Cl-].[Cl-].[Cl-].[C:5](Cl)(=[O:12])[C:6]1[CH:11]=[CH:10][CH:9]=[CH:8][CH:7]=1.[C:14]1([CH3:20])[CH:19]=[CH:18][CH:17]=[CH:16][CH:15]=1, predict the reaction product. The product is: [CH3:20][C:14]1[CH:19]=[CH:18][C:17]([C:5]([C:6]2[CH:11]=[CH:10][CH:9]=[CH:8][CH:7]=2)=[O:12])=[CH:16][CH:15]=1. (2) Given the reactants [OH:1][C:2]1[CH:7]=[CH:6][C:5]([N:8]([C:20]2[CH:25]=[CH:24][C:23]([OH:26])=[CH:22][CH:21]=2)C(=O)C2C=CC(CCC)=CC=2)=[CH:4][CH:3]=1.F[C:28]1[CH:29]=[C:30]([CH:48]=[CH:49][C:50]=1O)[C:31](N(C1C=CC(F)=CC=1)C1C=CC(O)=CC=1)=O.O[C:53]1C=CC(N(C2C=CC(O)=CC=2)C(=O)C2C=CC=C(C)C=2C)=CC=1.FC1C=C(C=CC=1O)C(N(C1C=CC(O)=CC=1)C1C=CC(O)=CC=1)=O.FC1C=C(C=CC=1O)C(N(C1C=CC(O)=CC=1)C1C=CC=CC=1)=O.FC1C(C)=C(C=CC=1)C(N(C1C=CC(O)=CC=1)C1C=CC(O)=CC=1)=O, predict the reaction product. The product is: [CH2:31]([O:26][C:23]1[CH:22]=[CH:21][C:20]([NH:8][C:5]2[CH:4]=[CH:3][C:2]([O:1][CH3:53])=[CH:7][CH:6]=2)=[CH:25][CH:24]=1)[C:30]1[CH:48]=[CH:49][CH:50]=[CH:28][CH:29]=1. (3) The product is: [Cl:12][C:2]1[CH:10]=[CH:9][CH:8]=[CH:7][C:3]=1[C:4]1[N:6]=[C:4]([N:19]2[CH2:20][CH2:21][N:16]([C:13](=[O:15])[CH3:14])[CH2:17][CH2:18]2)[C:3]2[C:2](=[CH:10][CH:9]=[CH:8][C:7]=2[F:11])[N:1]=1. Given the reactants [NH2:1][C:2]1[CH:10]=[CH:9][CH:8]=[C:7]([F:11])[C:3]=1[C:4]([NH2:6])=O.[Cl-:12].[C:13]([N:16]1[CH2:21][CH2:20][NH:19][CH2:18][CH2:17]1)(=[O:15])[CH3:14], predict the reaction product. (4) Given the reactants [Cl-].[Li+].[CH:3]([C:5]1[CH:6]=[C:7]([CH:12]=[CH:13][C:14]=1[CH3:15])[C:8]([O:10][CH3:11])=[O:9])=O.C(OP([CH2:24][C:25]([O:27][C:28]([CH3:31])([CH3:30])[CH3:29])=[O:26])(OCC)=O)C.N12CCCN=C1CCCCC2, predict the reaction product. The product is: [C:28]([O:27][C:25](=[O:26])/[CH:24]=[CH:3]/[C:5]1[CH:6]=[C:7]([CH:12]=[CH:13][C:14]=1[CH3:15])[C:8]([O:10][CH3:11])=[O:9])([CH3:31])([CH3:30])[CH3:29].